Predict which catalyst facilitates the given reaction. From a dataset of Catalyst prediction with 721,799 reactions and 888 catalyst types from USPTO. Reactant: [C:1]1([CH3:21])[CH:6]=[C:5]([CH3:7])[CH:4]=[C:3]([CH3:8])[C:2]=1[NH:9][C:10]1[N:14]([CH3:15])[C:13]2[C:16]([NH2:20])=[CH:17][CH:18]=[CH:19][C:12]=2[N:11]=1.[CH:22](=O)[CH2:23][CH3:24].[BH3-][C:27]#N.[Na+].[C:30](O)(=O)[CH3:31]. Product: [C:1]1([CH3:21])[CH:6]=[C:5]([CH3:7])[CH:4]=[C:3]([CH3:8])[C:2]=1[NH:9][C:10]1[N:14]([CH3:15])[C:13]2[C:16]([N:20]([CH2:27][CH2:30][CH3:31])[CH2:22][CH2:23][CH3:24])=[CH:17][CH:18]=[CH:19][C:12]=2[N:11]=1. The catalyst class is: 125.